From a dataset of Catalyst prediction with 721,799 reactions and 888 catalyst types from USPTO. Predict which catalyst facilitates the given reaction. Reactant: [Br:1][C:2]1[CH:7]=[CH:6][C:5]([OH:8])=[C:4]([Cl:9])[CH:3]=1.O.Cl[C:12]([F:17])([F:16])C([O-])=O.[Na+].C(=O)([O-])[O-].[Cs+].[Cs+]. Product: [Br:1][C:2]1[CH:7]=[CH:6][C:5]([O:8][CH:12]([F:17])[F:16])=[C:4]([Cl:9])[CH:3]=1. The catalyst class is: 3.